Dataset: NCI-60 drug combinations with 297,098 pairs across 59 cell lines. Task: Regression. Given two drug SMILES strings and cell line genomic features, predict the synergy score measuring deviation from expected non-interaction effect. Drug 1: COC1=C(C=C2C(=C1)N=CN=C2NC3=CC(=C(C=C3)F)Cl)OCCCN4CCOCC4. Drug 2: CS(=O)(=O)OCCCCOS(=O)(=O)C. Cell line: TK-10. Synergy scores: CSS=36.5, Synergy_ZIP=3.38, Synergy_Bliss=5.17, Synergy_Loewe=-6.82, Synergy_HSA=4.56.